From a dataset of Full USPTO retrosynthesis dataset with 1.9M reactions from patents (1976-2016). Predict the reactants needed to synthesize the given product. (1) Given the product [F:1][C:2]([F:18])([F:19])[C:3]([F:16])([F:17])[C:4](=[O:15])[CH2:5][CH2:6][CH2:7][CH2:8][C:9]1[CH:14]=[CH:13][CH:12]=[CH:11][CH:10]=1, predict the reactants needed to synthesize it. The reactants are: [F:1][C:2]([F:19])([F:18])[C:3]([F:17])([F:16])[CH:4]([OH:15])[CH2:5][CH2:6][CH2:7][CH2:8][C:9]1[CH:14]=[CH:13][CH:12]=[CH:11][CH:10]=1.CC(OI1(OC(C)=O)(OC(C)=O)OC(=O)C2C=CC=CC1=2)=O. (2) Given the product [CH2:24]([N:8]([C:5]1[C:4]([Cl:22])=[CH:3][C:2]([Br:1])=[CH:7][N:6]=1)[S:9]([C:12]1[CH:21]=[CH:20][C:15]([C:16]([O:18][CH3:19])=[O:17])=[CH:14][CH:13]=1)(=[O:10])=[O:11])[C:25]1[CH:30]=[CH:29][CH:28]=[CH:27][CH:26]=1, predict the reactants needed to synthesize it. The reactants are: [Br:1][C:2]1[CH:3]=[C:4]([Cl:22])[C:5]([NH:8][S:9]([C:12]2[CH:21]=[CH:20][C:15]([C:16]([O:18][CH3:19])=[O:17])=[CH:14][CH:13]=2)(=[O:11])=[O:10])=[N:6][CH:7]=1.Br[CH2:24][C:25]1[CH:30]=[CH:29][CH:28]=[CH:27][CH:26]=1. (3) Given the product [Cl:15][C:16]1=[N:17][S:18][S:19]/[C:20]/1=[N:11]\[C:6]1[CH:7]=[CH:8][CH:9]=[CH:10][C:5]=1[O:4][CH2:3][C:2]([CH3:13])([CH3:12])[CH3:1], predict the reactants needed to synthesize it. The reactants are: [CH3:1][C:2]([CH3:13])([CH3:12])[CH2:3][O:4][C:5]1[CH:10]=[CH:9][CH:8]=[CH:7][C:6]=1[NH2:11].[Cl-].[Cl:15][C:16]1[C:20](Cl)=[S+:19][S:18][N:17]=1.O.C(OCC)(=O)C.